From a dataset of Peptide-MHC class II binding affinity with 134,281 pairs from IEDB. Regression. Given a peptide amino acid sequence and an MHC pseudo amino acid sequence, predict their binding affinity value. This is MHC class II binding data. (1) The peptide sequence is SGVSWTMKILIGVII. The MHC is DRB1_1501 with pseudo-sequence DRB1_1501. The binding affinity (normalized) is 0.316. (2) The peptide sequence is VTQQAGLVKSE. The MHC is HLA-DQA10102-DQB10604 with pseudo-sequence HLA-DQA10102-DQB10604. The binding affinity (normalized) is 0. (3) The peptide sequence is GLAVLRKVKRVVASL. The MHC is DRB1_1101 with pseudo-sequence DRB1_1101. The binding affinity (normalized) is 0.936. (4) The peptide sequence is RQNIHSLSPQEREQF. The MHC is DRB1_1501 with pseudo-sequence DRB1_1501. The binding affinity (normalized) is 0. (5) The peptide sequence is VIGLLPQNMVLTTQG. The MHC is H-2-IAb with pseudo-sequence H-2-IAb. The binding affinity (normalized) is 0.174. (6) The peptide sequence is KCRAPGGAKKPLRPR. The MHC is HLA-DQA10501-DQB10402 with pseudo-sequence HLA-DQA10501-DQB10402. The binding affinity (normalized) is 0.301. (7) The peptide sequence is FIGYGKATLECQVQTKK. The MHC is HLA-DQA10303-DQB10402 with pseudo-sequence HLA-DQA10303-DQB10402. The binding affinity (normalized) is 0. (8) The peptide sequence is AYVYFASDASTYTTG. The MHC is DRB1_1302 with pseudo-sequence DRB1_1302. The binding affinity (normalized) is 0.903. (9) The binding affinity (normalized) is 0.269. The MHC is DRB3_0101 with pseudo-sequence DRB3_0101. The peptide sequence is EAAFTVSSKRNLADA. (10) The peptide sequence is KLVLNIKYTRPGDSL. The MHC is HLA-DQA10101-DQB10501 with pseudo-sequence HLA-DQA10101-DQB10501. The binding affinity (normalized) is 0.